Dataset: Full USPTO retrosynthesis dataset with 1.9M reactions from patents (1976-2016). Task: Predict the reactants needed to synthesize the given product. (1) Given the product [C:8]([C:5]1[N:6]=[CH:7][C:2]([NH:1][C:17](=[O:18])[O:19][C:20]2[CH:25]=[CH:24][CH:23]=[CH:22][CH:21]=2)=[N:3][CH:4]=1)#[N:9], predict the reactants needed to synthesize it. The reactants are: [NH2:1][C:2]1[N:3]=[CH:4][C:5]([C:8]#[N:9])=[N:6][CH:7]=1.N1C=CC=CC=1.Cl[C:17]([O:19][C:20]1[CH:25]=[CH:24][CH:23]=[CH:22][CH:21]=1)=[O:18].C(OCC)(=O)C. (2) Given the product [Cl:1][C:2]1[CH:3]=[C:4]([CH2:15][CH2:16][C:17](=[O:18])[C:19]2[S:20][C:21]([CH3:30])=[C:22]3[CH2:27][C:26]([CH3:28])([CH3:29])[CH2:25][CH2:24][C:23]=23)[CH:5]=[C:6]([O:13][CH3:14])[C:7]=1[O:8][CH2:9][CH2:10][CH2:11][O:12][S:41]([CH3:40])(=[O:43])=[O:42], predict the reactants needed to synthesize it. The reactants are: [Cl:1][C:2]1[CH:3]=[C:4]([CH2:15][CH2:16][C:17]([C:19]2[S:20][C:21]([CH3:30])=[C:22]3[CH2:27][C:26]([CH3:29])([CH3:28])[CH2:25][CH2:24][C:23]=23)=[O:18])[CH:5]=[C:6]([O:13][CH3:14])[C:7]=1[O:8][CH2:9][CH2:10][CH2:11][OH:12].CCN(C(C)C)C(C)C.[CH3:40][S:41](Cl)(=[O:43])=[O:42]. (3) Given the product [C:14]([N:11]1[CH2:10][CH2:9][N:8]([C:1]([O:3][C:4]([CH3:7])([CH3:6])[CH3:5])=[O:2])[CH2:13][CH2:12]1)(=[O:21])[C:15]1[CH:20]=[CH:19][CH:18]=[CH:17][CH:16]=1, predict the reactants needed to synthesize it. The reactants are: [C:1]([N:8]1[CH2:13][CH2:12][NH:11][CH2:10][CH2:9]1)([O:3][C:4]([CH3:7])([CH3:6])[CH3:5])=[O:2].[C:14](O)(=[O:21])[C:15]1[CH:20]=[CH:19][CH:18]=[CH:17][CH:16]=1.CN(C(ON1N=NC2C=CC=NC1=2)=[N+](C)C)C.F[P-](F)(F)(F)(F)F.CCN(C(C)C)C(C)C.